From a dataset of Full USPTO retrosynthesis dataset with 1.9M reactions from patents (1976-2016). Predict the reactants needed to synthesize the given product. (1) Given the product [CH3:7][O:10][P:11]([CH3:23])(=[O:22])[O:12][C:13]1[CH:14]=[C:15]2[C:16](=[CH:17][CH:18]=1)[NH:19][N:34]=[C:33]2[C:25]1[NH:24][C:32]2[C:27]([CH:26]=1)=[CH:28][CH:29]=[CH:30][CH:31]=2, predict the reactants needed to synthesize it. The reactants are: [N+](C1C=C[C:7]([O:10][P:11]([CH3:23])(=[O:22])[O:12][C:13]2[CH:18]=[CH:17][C:16]([N+:19]([O-])=O)=[CH:15][CH:14]=2)=CC=1)([O-])=O.[NH:24]1[C:32]2[C:27](=[CH:28][CH:29]=[CH:30][CH:31]=2)[CH:26]=[C:25]1[C:33]1C2C(=CC=C(O)C=2)N[N:34]=1.N12CCCN=C1CCCCC2.CO. (2) Given the product [Cl:1][C:2]1[CH:3]=[C:4]([C@@H:8]2[C@@H:13]([C:14]3[CH:19]=[CH:18][C:17]([Cl:20])=[CH:16][CH:15]=3)[N:12]([C@@H:21]([CH2:25][CH3:26])[C@@H:22]([OH:24])[CH3:23])[C:11](=[O:27])[C@:10]([CH2:29][C:30]([O:32][CH3:36])=[O:31])([CH3:28])[CH2:9]2)[CH:5]=[CH:6][CH:7]=1, predict the reactants needed to synthesize it. The reactants are: [Cl:1][C:2]1[CH:3]=[C:4]([C@@H:8]2[C@@H:13]([C:14]3[CH:19]=[CH:18][C:17]([Cl:20])=[CH:16][CH:15]=3)[N:12]([C@@H:21]([CH2:25][CH3:26])[C@@H:22]([OH:24])[CH3:23])[C:11](=[O:27])[C@:10]([CH2:29][C:30]([OH:32])=[O:31])([CH3:28])[CH2:9]2)[CH:5]=[CH:6][CH:7]=1.[H-].[Na+].I[CH3:36]. (3) The reactants are: [NH:1]1[CH:5]=[CH:4][N:3]=[C:2]1[C:6]([O:8][CH2:9][CH3:10])=[O:7].CC(C)([O-])C.[K+].[N+:17](C1C=CC(C(ON)=O)=CC=1)([O-])=O.C([O-])(O)=O.[Na+]. Given the product [NH2:17][N:1]1[CH:5]=[CH:4][N:3]=[C:2]1[C:6]([O:8][CH2:9][CH3:10])=[O:7], predict the reactants needed to synthesize it. (4) Given the product [F:8][C:6]1[CH:5]=[CH:4][C:3]2[NH:9][C:10]([NH:12][CH2:13][C:14]3[CH:19]=[CH:18][CH:17]=[C:16]([N+:20]([O-:22])=[O:21])[CH:15]=3)=[N:1][C:2]=2[CH:7]=1, predict the reactants needed to synthesize it. The reactants are: [NH2:1][C:2]1[CH:7]=[C:6]([F:8])[CH:5]=[CH:4][C:3]=1[NH:9][C:10]([NH:12][CH2:13][C:14]1[CH:19]=[CH:18][CH:17]=[C:16]([N+:20]([O-:22])=[O:21])[CH:15]=1)=S.Cl.C(N=C=NCCCN(C)C)C.